Dataset: NCI-60 drug combinations with 297,098 pairs across 59 cell lines. Task: Regression. Given two drug SMILES strings and cell line genomic features, predict the synergy score measuring deviation from expected non-interaction effect. (1) Drug 2: CCN(CC)CCNC(=O)C1=C(NC(=C1C)C=C2C3=C(C=CC(=C3)F)NC2=O)C. Cell line: RXF 393. Synergy scores: CSS=39.4, Synergy_ZIP=-2.35, Synergy_Bliss=-3.56, Synergy_Loewe=-69.0, Synergy_HSA=-4.79. Drug 1: CC=C1C(=O)NC(C(=O)OC2CC(=O)NC(C(=O)NC(CSSCCC=C2)C(=O)N1)C(C)C)C(C)C. (2) Drug 1: CC1=CC=C(C=C1)C2=CC(=NN2C3=CC=C(C=C3)S(=O)(=O)N)C(F)(F)F. Drug 2: C1=NC2=C(N=C(N=C2N1C3C(C(C(O3)CO)O)F)Cl)N. Cell line: LOX IMVI. Synergy scores: CSS=-2.99, Synergy_ZIP=1.51, Synergy_Bliss=1.11, Synergy_Loewe=-1.88, Synergy_HSA=-1.63.